From a dataset of NCI-60 drug combinations with 297,098 pairs across 59 cell lines. Regression. Given two drug SMILES strings and cell line genomic features, predict the synergy score measuring deviation from expected non-interaction effect. (1) Drug 1: CC(CN1CC(=O)NC(=O)C1)N2CC(=O)NC(=O)C2. Drug 2: COC1=C2C(=CC3=C1OC=C3)C=CC(=O)O2. Cell line: HCC-2998. Synergy scores: CSS=13.0, Synergy_ZIP=2.11, Synergy_Bliss=8.53, Synergy_Loewe=5.37, Synergy_HSA=5.67. (2) Drug 1: CC12CCC(CC1=CCC3C2CCC4(C3CC=C4C5=CN=CC=C5)C)O. Drug 2: C1CN(P(=O)(OC1)NCCCl)CCCl. Cell line: NCI-H226. Synergy scores: CSS=2.62, Synergy_ZIP=2.50, Synergy_Bliss=3.81, Synergy_Loewe=-1.52, Synergy_HSA=0.994. (3) Drug 1: CC12CCC(CC1=CCC3C2CCC4(C3CC=C4C5=CN=CC=C5)C)O. Drug 2: C1=CC(=C2C(=C1NCCNCCO)C(=O)C3=C(C=CC(=C3C2=O)O)O)NCCNCCO. Cell line: HCT-15. Synergy scores: CSS=67.7, Synergy_ZIP=9.49, Synergy_Bliss=11.0, Synergy_Loewe=-9.58, Synergy_HSA=11.6. (4) Drug 1: C1=CN(C=N1)CC(O)(P(=O)(O)O)P(=O)(O)O. Drug 2: CC1C(C(CC(O1)OC2CC(CC3=C2C(=C4C(=C3O)C(=O)C5=CC=CC=C5C4=O)O)(C(=O)C)O)N)O. Cell line: HCC-2998. Synergy scores: CSS=51.0, Synergy_ZIP=-3.39, Synergy_Bliss=-5.02, Synergy_Loewe=-50.6, Synergy_HSA=-5.70. (5) Drug 1: C1CC(=O)NC(=O)C1N2CC3=C(C2=O)C=CC=C3N. Drug 2: CN(CC1=CN=C2C(=N1)C(=NC(=N2)N)N)C3=CC=C(C=C3)C(=O)NC(CCC(=O)O)C(=O)O. Cell line: HCT116. Synergy scores: CSS=49.4, Synergy_ZIP=2.18, Synergy_Bliss=-0.736, Synergy_Loewe=-4.54, Synergy_HSA=0.311.